This data is from Catalyst prediction with 721,799 reactions and 888 catalyst types from USPTO. The task is: Predict which catalyst facilitates the given reaction. Reactant: [Li]CCCC.N(C(C)C)C(C)C.[Br:13][C:14]1[CH:19]=[CH:18][CH:17]=[C:16]([F:20])[C:15]=1[O:21][CH3:22].[C:23](=[O:25])=[O:24]. Product: [Br:13][C:14]1[CH:19]=[CH:18][C:17]([C:23]([OH:25])=[O:24])=[C:16]([F:20])[C:15]=1[O:21][CH3:22]. The catalyst class is: 116.